Dataset: Full USPTO retrosynthesis dataset with 1.9M reactions from patents (1976-2016). Task: Predict the reactants needed to synthesize the given product. (1) Given the product [F:1][C:2]1[CH:7]=[C:6]([F:8])[CH:5]=[C:4]([F:9])[C:3]=1[CH2:10][C:11]([O:13][CH3:19])=[O:12], predict the reactants needed to synthesize it. The reactants are: [F:1][C:2]1[CH:7]=[C:6]([F:8])[CH:5]=[C:4]([F:9])[C:3]=1[CH2:10][C:11]([OH:13])=[O:12].S(Cl)(Cl)=O.O.[CH3:19]O. (2) Given the product [N:23]1[CH:24]=[CH:25][CH:26]=[CH:27][C:22]=1[C:2]1[C:10]2[C:5](=[CH:6][N:7]=[C:8]([C:11]3[CH:12]=[N:13][CH:14]=[CH:15][CH:16]=3)[CH:9]=2)[NH:4][N:3]=1, predict the reactants needed to synthesize it. The reactants are: I[C:2]1[C:10]2[C:5](=[CH:6][N:7]=[C:8]([C:11]3[CH:12]=[N:13][CH:14]=[CH:15][CH:16]=3)[CH:9]=2)[NH:4][N:3]=1.C([Sn](CCCCC)(CCCCC)[C:22]1[CH:27]=[CH:26][CH:25]=[CH:24][N:23]=1)CCC.[Li+].[Cl-]. (3) Given the product [Cl:23][C:7]1[CH:8]=[C:9]([CH:12]([OH:22])[CH:13]=[CH:14][C:15]2[CH:20]=[CH:19][CH:18]=[C:17]([OH:21])[CH:16]=2)[CH:10]=[CH:11][C:6]=1[C:5]([OH:24])=[O:4], predict the reactants needed to synthesize it. The reactants are: [OH-].[Na+].C[O:4][C:5](=[O:24])[C:6]1[CH:11]=[CH:10][C:9]([CH:12]([OH:22])/[CH:13]=[CH:14]/[C:15]2[CH:20]=[CH:19][CH:18]=[C:17]([OH:21])[CH:16]=2)=[CH:8][C:7]=1[Cl:23]. (4) Given the product [CH2:11]([N:18]([CH3:26])[C@@H:19]([C@@H:20]([CH3:21])[CH2:22][CH3:23])[CH:24]=[O:25])[C:12]1[CH:17]=[CH:16][CH:15]=[CH:14][CH:13]=1, predict the reactants needed to synthesize it. The reactants are: C(Cl)(=O)C(Cl)=O.CS(C)=O.[CH2:11]([N:18]([CH3:26])[C@H:19]([CH2:24][OH:25])[C@H:20]([CH2:22][CH3:23])[CH3:21])[C:12]1[CH:17]=[CH:16][CH:15]=[CH:14][CH:13]=1.C(N(CC)CC)C.